This data is from Forward reaction prediction with 1.9M reactions from USPTO patents (1976-2016). The task is: Predict the product of the given reaction. (1) Given the reactants Br[CH2:2][CH2:3][CH:4]1[O:8][CH2:7][CH2:6][O:5]1.[C:9]1([CH2:15][NH:16][CH2:17][C@@H:18]2[CH2:23][CH2:22][NH:21][CH2:20][C@H:19]2[OH:24])[CH:14]=[CH:13][CH:12]=[CH:11][CH:10]=1.C([O-])([O-])=O.[Na+].[Na+], predict the reaction product. The product is: [O:5]1[CH2:6][CH2:7][O:8][CH:4]1[CH2:3][CH2:2][N:21]1[CH2:22][CH2:23][C@@H:18]([CH2:17][NH:16][CH2:15][C:9]2[CH:14]=[CH:13][CH:12]=[CH:11][CH:10]=2)[C@H:19]([OH:24])[CH2:20]1. (2) Given the reactants [CH2:1]([O:3][C:4]1[CH:9]=[CH:8][CH:7]=[CH:6][C:5]=1[C:10]1[C:11]2[C:15]([CH:16]=[CH:17][CH:18]=1)=[N:14][N:13]1[C:19]([CH:24]3[CH2:29][CH2:28][N:27](C(OC(C)(C)C)=O)[CH2:26][CH2:25]3)=[CH:20][C:21](=[O:23])[NH:22][C:12]=21)[CH3:2].[ClH:37], predict the reaction product. The product is: [ClH:37].[CH2:1]([O:3][C:4]1[CH:9]=[CH:8][CH:7]=[CH:6][C:5]=1[C:10]1[C:11]2[C:15]([CH:16]=[CH:17][CH:18]=1)=[N:14][N:13]1[C:19]([CH:24]3[CH2:29][CH2:28][NH:27][CH2:26][CH2:25]3)=[CH:20][C:21](=[O:23])[NH:22][C:12]=21)[CH3:2]. (3) Given the reactants [CH2:1]([O:8][C:9]1[C:19]([CH3:20])=[CH:18][C:12]([CH2:13]OC(=O)C)=[C:11]([CH3:21])[CH:10]=1)[C:2]1[CH:7]=[CH:6][CH:5]=[CH:4][CH:3]=1.[CH3:22][O:23][C:24]([O:28][Si](C)(C)C)=[C:25]([CH3:27])[CH3:26].Cl([O-])(=O)(=O)=O.[Mg+2].Cl([O-])(=O)(=O)=O, predict the reaction product. The product is: [CH3:22][O:23][C:24](=[O:28])[C:25]([CH3:27])([CH3:26])[CH2:13][C:12]1[CH:18]=[C:19]([CH3:20])[C:9]([O:8][CH2:1][C:2]2[CH:3]=[CH:4][CH:5]=[CH:6][CH:7]=2)=[CH:10][C:11]=1[CH3:21]. (4) The product is: [CH3:8][C:9]1[CH:14]=[CH:13][C:12]([S:15]([O:19][CH2:20][CH2:21][CH2:22][CH:23]([C:53]([O:55][C:56]([CH3:59])([CH3:58])[CH3:57])=[O:54])[CH2:24][C@@H:25]([C:46]([O:48][C:49]([CH3:51])([CH3:52])[CH3:50])=[O:47])[NH:26][C:27]([C:28]2[CH:33]=[CH:32][CH:31]=[CH:30][CH:29]=2)([C:40]2[CH:45]=[CH:44][CH:43]=[CH:42][CH:41]=2)[C:34]2[CH:35]=[CH:36][CH:37]=[CH:38][CH:39]=2)(=[O:17])=[O:16])=[CH:11][CH:10]=1. Given the reactants C(N(CC)CC)C.[CH3:8][C:9]1[CH:14]=[CH:13][C:12]([S:15](Cl)(=[O:17])=[O:16])=[CH:11][CH:10]=1.[OH:19][CH2:20][CH2:21][CH2:22][CH:23]([C:53]([O:55][C:56]([CH3:59])([CH3:58])[CH3:57])=[O:54])[CH2:24][C@@H:25]([C:46]([O:48][C:49]([CH3:52])([CH3:51])[CH3:50])=[O:47])[NH:26][C:27]([C:40]1[CH:45]=[CH:44][CH:43]=[CH:42][CH:41]=1)([C:34]1[CH:39]=[CH:38][CH:37]=[CH:36][CH:35]=1)[C:28]1[CH:33]=[CH:32][CH:31]=[CH:30][CH:29]=1, predict the reaction product. (5) Given the reactants [CH3:1][O:2][C:3]1[CH:4]=[C:5]2[C:10](=[CH:11][C:12]=1[O:13][CH3:14])[N:9]=[CH:8][CH:7]=[C:6]2[O:15][C:16]1[CH:22]=[CH:21][C:19]([NH2:20])=[C:18]([CH3:23])[C:17]=1[CH3:24].ClC(Cl)(O[C:29](=[O:35])[O:30][C:31](Cl)(Cl)Cl)Cl.[CH3:37][O:38][C:39]1[CH:40]=C(O)[CH:42]=[CH:43][CH:44]=1.C(=O)(O)[O-].[Na+], predict the reaction product. The product is: [CH3:1][O:2][C:3]1[CH:4]=[C:5]2[C:10](=[CH:11][C:12]=1[O:13][CH3:14])[N:9]=[CH:8][CH:7]=[C:6]2[O:15][C:16]1[CH:22]=[CH:21][C:19]([NH:20][C:29](=[O:35])[O:30][C:31]2[CH:42]=[CH:43][CH:44]=[C:39]([O:38][CH3:37])[CH:40]=2)=[C:18]([CH3:23])[C:17]=1[CH3:24]. (6) Given the reactants N([C:8]([O:10][CH2:11][CH3:12])=[O:9])=N[C:8]([O:10][CH2:11][CH3:12])=[O:9].[CH2:13]([O:15][C:16](=[O:29])[C@@H:17]([O:26][CH2:27][CH3:28])[CH2:18][C:19]1[CH:24]=[CH:23][C:22]([OH:25])=[CH:21][CH:20]=1)[CH3:14].O[CH2:31]/[CH:32]=[C:33](\[CH3:49])/[C:34]#[C:35][C:36]1[CH:41]=[CH:40][C:39]([C:42]#[C:43]/[C:44](/[CH3:48])=[CH:45]/[CH2:46][OH:47])=[CH:38][CH:37]=1.[C:63]1(P([C:63]2[CH:68]=[CH:67][CH:66]=[CH:65][CH:64]=2)[C:63]2[CH:68]=[CH:67][CH:66]=[CH:65][CH:64]=2)[CH:68]=[CH:67][CH:66]=[CH:65][CH:64]=1, predict the reaction product. The product is: [CH2:11]([O:10][C:8](=[O:9])[C@@H:13]([O:15][CH2:16][CH3:17])[CH2:14][C:63]1[CH:64]=[CH:65][C:66]([O:47][CH2:46]/[CH:45]=[C:44](\[CH3:48])/[C:43]#[C:42][C:39]2[CH:40]=[CH:41][C:36]([C:35]#[C:34]/[C:33](/[CH3:49])=[CH:32]/[CH2:31][O:25][C:22]3[CH:21]=[CH:20][C:19]([CH2:18][C@H:17]([O:26][CH2:27][CH3:28])[C:16]([O:15][CH2:13][CH3:14])=[O:29])=[CH:24][CH:23]=3)=[CH:37][CH:38]=2)=[CH:67][CH:68]=1)[CH3:12]. (7) Given the reactants [CH2:1]1[C:13]2[C:12]3[CH:11]=[C:10]([C:14]([NH:16][CH:17]4[CH2:22][CH2:21][N:20]([C:23]([O:25][C:26]([CH3:29])([CH3:28])[CH3:27])=[O:24])[CH2:19][CH2:18]4)=[O:15])[CH:9]=[CH:8][C:7]=3[NH:6][C:5]=2[CH2:4][CH2:3][NH:2]1.Br[CH2:31][C:32]1[CH:40]=[CH:39][C:35]([C:36]([NH2:38])=[O:37])=[CH:34][CH:33]=1.C(=O)(O)[O-].[Na+], predict the reaction product. The product is: [C:36]([C:35]1[CH:39]=[CH:40][C:32]([CH2:31][N:2]2[CH2:3][CH2:4][C:5]3[NH:6][C:7]4[CH:8]=[CH:9][C:10]([C:14]([NH:16][CH:17]5[CH2:18][CH2:19][N:20]([C:23]([O:25][C:26]([CH3:29])([CH3:28])[CH3:27])=[O:24])[CH2:21][CH2:22]5)=[O:15])=[CH:11][C:12]=4[C:13]=3[CH2:1]2)=[CH:33][CH:34]=1)(=[O:37])[NH2:38]. (8) Given the reactants [CH3:1][O:2][C:3]1[CH:4]=[C:5]([C:11]2[C:20]3[N:19]=[C:18](O)[CH:17]=[N:16][C:15]=3[C:14]([C:22]#[N:23])=[CH:13][CH:12]=2)[CH:6]=[C:7]([O:9][CH3:10])[CH:8]=1.O=P(Cl)(Cl)[Cl:26], predict the reaction product. The product is: [Cl:26][C:18]1[CH:17]=[N:16][C:15]2[C:14]([C:22]#[N:23])=[CH:13][CH:12]=[C:11]([C:5]3[CH:4]=[C:3]([O:2][CH3:1])[CH:8]=[C:7]([O:9][CH3:10])[CH:6]=3)[C:20]=2[N:19]=1.